This data is from Full USPTO retrosynthesis dataset with 1.9M reactions from patents (1976-2016). The task is: Predict the reactants needed to synthesize the given product. Given the product [CH:1]1([CH2:7][NH:8][C:27]([C:13]2[C:14](=[O:26])[N:15]([C:16]3[CH:21]=[CH:20][CH:19]=[C:18]([C:22]([F:24])([F:25])[F:23])[CH:17]=3)[C:10]([CH3:9])=[C:11]([C:30]3[CH:31]=[CH:32][CH:33]=[CH:34][CH:35]=3)[CH:12]=2)=[O:28])[CH2:6][CH2:5][CH2:4][CH2:3][CH2:2]1, predict the reactants needed to synthesize it. The reactants are: [CH:1]1([CH2:7][NH2:8])[CH2:6][CH2:5][CH2:4][CH2:3][CH2:2]1.[CH3:9][C:10]1[N:15]([C:16]2[CH:21]=[CH:20][CH:19]=[C:18]([C:22]([F:25])([F:24])[F:23])[CH:17]=2)[C:14](=[O:26])[C:13]([C:27](O)=[O:28])=[CH:12][C:11]=1[C:30]1[CH:35]=[CH:34][CH:33]=[CH:32][CH:31]=1.CN(C(ON1N=NC2C=CC=NC1=2)=[N+](C)C)C.F[P-](F)(F)(F)(F)F.C1C=NC2N(O)N=NC=2C=1.CCN(C(C)C)C(C)C.